This data is from Catalyst prediction with 721,799 reactions and 888 catalyst types from USPTO. The task is: Predict which catalyst facilitates the given reaction. (1) Reactant: [Br:1][C:2]1[CH:3]=[N:4][CH:5]=[C:6]([CH:10]=1)[C:7]([OH:9])=O.[C:11]([O:15][C:16]([NH:18][C:19]1[CH:24]=[CH:23][CH:22]=[CH:21][C:20]=1N)=[O:17])([CH3:14])([CH3:13])[CH3:12].[Cl-].C[NH+:28]1CCOCC1. Product: [C:11]([O:15][C:16]([NH:18][C:19]1[CH:24]=[CH:23][CH:22]=[CH:21][C:20]=1[C:5]1[N:4]=[CH:3][C:2]([Br:1])=[CH:10][C:6]=1[C:7]([NH2:28])=[O:9])=[O:17])([CH3:14])([CH3:12])[CH3:13]. The catalyst class is: 9. (2) The catalyst class is: 10. Product: [Cl:1][C:2]1[CH:3]=[CH:4][C:5]([C:8]2[N:12]([CH2:13][C@H:14]([OH:19])[C:15]([F:18])([F:17])[F:16])[C:11](=[O:20])[N:10]([CH2:21][C:22]([NH:24][C@@:25]([C:30]3[CH:35]=[CH:34][CH:33]=[C:32]([C:36]([F:39])([F:38])[F:37])[CH:31]=3)([CH3:29])[C:26]([NH:50][NH2:51])=[O:27])=[O:23])[N:9]=2)=[CH:6][CH:7]=1. Reactant: [Cl:1][C:2]1[CH:7]=[CH:6][C:5]([C:8]2[N:12]([CH2:13][C@H:14]([OH:19])[C:15]([F:18])([F:17])[F:16])[C:11](=[O:20])[N:10]([CH2:21][C:22]([NH:24][C@@:25]([C:30]3[CH:35]=[CH:34][CH:33]=[C:32]([C:36]([F:39])([F:38])[F:37])[CH:31]=3)([CH3:29])[C:26](O)=[O:27])=[O:23])[N:9]=2)=[CH:4][CH:3]=1.C(Cl)CCl.C1C=CC2N(O)[N:51]=[N:50]C=2C=1.O.NN.C1CCCCC=1.Cl. (3) Reactant: [C:1]([C:5]1[CH:9]=[C:8]([C:10](OCC)=[O:11])[N:7]([NH2:15])[CH:6]=1)([CH3:4])([CH3:3])[CH3:2].C(O)(=O)C.[CH:20](N)=[NH:21].C(OCCO)C.C(Cl)(Cl)Cl. Product: [C:1]([C:5]1[CH:9]=[C:8]2[N:7]([CH:6]=1)[N:15]=[CH:20][N:21]=[C:10]2[OH:11])([CH3:4])([CH3:3])[CH3:2]. The catalyst class is: 5. (4) Reactant: [N+:1]([C:4]1[CH:5]=[C:6]([C:10]2[O:14][C:13]([C:15]([O:17][CH3:18])=[O:16])=[CH:12][CH:11]=2)[CH:7]=[CH:8][CH:9]=1)([O-])=O. Product: [NH2:1][C:4]1[CH:5]=[C:6]([C:10]2[O:14][C:13]([C:15]([O:17][CH3:18])=[O:16])=[CH:12][CH:11]=2)[CH:7]=[CH:8][CH:9]=1. The catalyst class is: 78.